This data is from NCI-60 drug combinations with 297,098 pairs across 59 cell lines. The task is: Regression. Given two drug SMILES strings and cell line genomic features, predict the synergy score measuring deviation from expected non-interaction effect. (1) Drug 1: C1CC(=O)NC(=O)C1N2CC3=C(C2=O)C=CC=C3N. Drug 2: CC1=C(C(=O)C2=C(C1=O)N3CC4C(C3(C2COC(=O)N)OC)N4)N. Cell line: UACC-257. Synergy scores: CSS=6.37, Synergy_ZIP=-3.92, Synergy_Bliss=-2.73, Synergy_Loewe=-10.3, Synergy_HSA=-1.19. (2) Drug 1: C1=NC(=NC(=O)N1C2C(C(C(O2)CO)O)O)N. Drug 2: C1CCC(C(C1)N)N.C(=O)(C(=O)[O-])[O-].[Pt+4]. Cell line: CAKI-1. Synergy scores: CSS=44.2, Synergy_ZIP=-2.47, Synergy_Bliss=-3.25, Synergy_Loewe=0.105, Synergy_HSA=2.62. (3) Drug 1: CC1=CC2C(CCC3(C2CCC3(C(=O)C)OC(=O)C)C)C4(C1=CC(=O)CC4)C. Drug 2: CCC1(C2=C(COC1=O)C(=O)N3CC4=CC5=C(C=CC(=C5CN(C)C)O)N=C4C3=C2)O.Cl. Cell line: DU-145. Synergy scores: CSS=35.8, Synergy_ZIP=2.79, Synergy_Bliss=5.63, Synergy_Loewe=-40.9, Synergy_HSA=1.78. (4) Drug 1: C1=C(C(=O)NC(=O)N1)F. Drug 2: C1C(C(OC1N2C=NC3=C(N=C(N=C32)Cl)N)CO)O. Cell line: UO-31. Synergy scores: CSS=26.0, Synergy_ZIP=-7.16, Synergy_Bliss=-5.89, Synergy_Loewe=-3.73, Synergy_HSA=-3.26.